The task is: Regression. Given a peptide amino acid sequence and an MHC pseudo amino acid sequence, predict their binding affinity value. This is MHC class II binding data.. This data is from Peptide-MHC class II binding affinity with 134,281 pairs from IEDB. (1) The peptide sequence is AADHAAPEDKYEAFV. The MHC is DRB1_0301 with pseudo-sequence DRB1_0301. The binding affinity (normalized) is 0.165. (2) The peptide sequence is TIAATSFAAAGLAAL. The MHC is HLA-DQA10102-DQB10602 with pseudo-sequence HLA-DQA10102-DQB10602. The binding affinity (normalized) is 0.574. (3) The MHC is DRB1_0401 with pseudo-sequence DRB1_0401. The peptide sequence is AFILDGKNLFPKV. The binding affinity (normalized) is 0.858. (4) The peptide sequence is STNDDEVLIEVNPPF. The MHC is DRB1_1302 with pseudo-sequence DRB1_1302. The binding affinity (normalized) is 0.224. (5) The peptide sequence is IVQINGRHFDLRAQG. The MHC is HLA-DPA10103-DPB10301 with pseudo-sequence HLA-DPA10103-DPB10301. The binding affinity (normalized) is 0.178.